Dataset: Plasma protein binding rate (PPBR) regression data from AstraZeneca. Task: Regression/Classification. Given a drug SMILES string, predict its absorption, distribution, metabolism, or excretion properties. Task type varies by dataset: regression for continuous measurements (e.g., permeability, clearance, half-life) or binary classification for categorical outcomes (e.g., BBB penetration, CYP inhibition). For this dataset (ppbr_az), we predict Y. (1) The compound is Cc1ccc2c(c1)c(-c1ccnc3c(C(F)(F)F)cccc13)c(C)n2CC(=O)O. The Y is 99.6 %. (2) The drug is C[C@@H](C(N)=O)c1ccc(OS(=O)(=O)C(F)(F)F)cc1. The Y is 86.6 %. (3) The drug is COc1ccc(OC)c(C(O)CN)c1. The Y is 22.0 %. (4) The compound is C[C@@H](NC(=O)C1CCCCN1C)c1ccc(Nc2ncc3cc(-c4ccncc4)ccc3n2)cc1. The Y is 96.2 %.